From a dataset of Full USPTO retrosynthesis dataset with 1.9M reactions from patents (1976-2016). Predict the reactants needed to synthesize the given product. (1) Given the product [Cl:1][C:2]1[C:3]([CH:8]([OH:10])[CH3:9])=[N:4][CH:5]=[CH:6][CH:7]=1, predict the reactants needed to synthesize it. The reactants are: [Cl:1][C:2]1[C:3]([C:8](=[O:10])[CH3:9])=[N:4][CH:5]=[CH:6][CH:7]=1.[BH4-].[Na+]. (2) Given the product [CH2:1]([N:8]1[CH2:13][CH2:12][CH:11]([N:14]2[C:18]3=[N:19][CH:20]=[N:21][C:22]([NH2:23])=[C:17]3[C:16]([C:35]3[CH:36]=[CH:37][C:32]([O:25][C:26]4[CH:31]=[CH:30][CH:29]=[CH:28][CH:27]=4)=[CH:33][CH:34]=3)=[N:15]2)[CH2:10][CH2:9]1)[C:2]1[CH:7]=[CH:6][CH:5]=[CH:4][CH:3]=1, predict the reactants needed to synthesize it. The reactants are: [CH2:1]([N:8]1[CH2:13][CH2:12][CH:11]([N:14]2[C:18]3=[N:19][CH:20]=[N:21][C:22]([NH2:23])=[C:17]3[C:16](Br)=[N:15]2)[CH2:10][CH2:9]1)[C:2]1[CH:7]=[CH:6][CH:5]=[CH:4][CH:3]=1.[O:25]([C:32]1[CH:37]=[CH:36][C:35](B(O)O)=[CH:34][CH:33]=1)[C:26]1[CH:31]=[CH:30][CH:29]=[CH:28][CH:27]=1.C(=O)([O-])[O-].[Na+].[Na+].COCCOC. (3) The reactants are: [I-].[Na+].[C:3]([NH:6][CH2:7][CH2:8][NH:9][C:10]1[N:15]=[C:14]([C:16]2[CH:21]=[CH:20][CH:19]=[CH:18][CH:17]=2)[N:13]=[C:12]([NH:22][C:23](=[O:26])[CH2:24]Cl)[CH:11]=1)(=[O:5])[CH3:4].[Cl-].[Cl:28][C:29]1[CH:30]=[C:31]([CH:39]=[CH:40][CH:41]=1)[O:32][CH:33]1[CH2:38][CH2:37][NH2+:36][CH2:35][CH2:34]1.CCN(C(C)C)C(C)C. Given the product [C:3]([NH:6][CH2:7][CH2:8][NH:9][C:10]1[N:15]=[C:14]([C:16]2[CH:21]=[CH:20][CH:19]=[CH:18][CH:17]=2)[N:13]=[C:12]([NH:22][C:23](=[O:26])[CH2:24][N:36]2[CH2:35][CH2:34][CH:33]([O:32][C:31]3[CH:39]=[CH:40][CH:41]=[C:29]([Cl:28])[CH:30]=3)[CH2:38][CH2:37]2)[CH:11]=1)(=[O:5])[CH3:4], predict the reactants needed to synthesize it. (4) Given the product [C:28]1([C:26]2[O:27][C:23]([C:21]([NH:20][C:17]3[CH:18]=[N:19][C:14]([N:11]4[CH2:12][CH2:13][CH:67]([S:64](=[O:65])(=[O:66])[NH:63][C:57]5[CH:62]=[CH:61][CH:60]=[CH:59][CH:58]=5)[CH2:9][CH2:10]4)=[CH:15][CH:16]=3)=[O:22])=[C:24]([C:34]([F:35])([F:37])[F:36])[N:25]=2)[CH:33]=[CH:32][CH:31]=[CH:30][CH:29]=1, predict the reactants needed to synthesize it. The reactants are: C(N1[CH2:13][CH2:12][N:11]([C:14]2[N:19]=[CH:18][C:17]([NH:20][C:21]([C:23]3[O:27][C:26]([C:28]4[CH:33]=[CH:32][CH:31]=[CH:30][CH:29]=4)=[N:25][C:24]=3[C:34]([F:37])([F:36])[F:35])=[O:22])=[CH:16][CH:15]=2)[CH2:10][C:9]1=O)C1C=CC=CC=1.C1(C2OC(C(O)=O)=C(C(F)(F)F)N=2)C=CC=CC=1.[C:57]1([NH:63][S:64]([CH:67]2CCN(C3N=CC(N)=CC=3)CC2)(=[O:66])=[O:65])[CH:62]=[CH:61][CH:60]=[CH:59][CH:58]=1. (5) Given the product [F:1][C:2]1[CH:11]=[C:10]2[C:5]([CH:6]=[CH:7][C:8](=[O:15])[N:9]2[CH2:12][CH2:13][N:17]2[CH2:18][CH2:19][CH:20]([NH:23][C:24](=[O:30])[O:25][C:26]([CH3:28])([CH3:27])[CH3:29])[CH2:21][CH2:22]2)=[N+:4]([O-:16])[CH:3]=1, predict the reactants needed to synthesize it. The reactants are: [F:1][C:2]1[CH:11]=[C:10]2[C:5]([CH:6]=[CH:7][C:8](=[O:15])[N:9]2[CH2:12][CH:13]=O)=[N+:4]([O-:16])[CH:3]=1.[NH:17]1[CH2:22][CH2:21][CH:20]([NH:23][C:24](=[O:30])[O:25][C:26]([CH3:29])([CH3:28])[CH3:27])[CH2:19][CH2:18]1.[BH-](OC(C)=O)(OC(C)=O)OC(C)=O.[Na+].C([O-])(O)=O.[Na+]. (6) Given the product [CH3:1][O:2][C:3]1[CH:11]=[C:10]2[C:6]([CH2:7][CH:8]([CH2:13][C:14]3[CH:19]=[CH:18][C:17]([C:20]([F:22])([F:21])[F:23])=[CH:16][CH:15]=3)[C:9]2=[O:12])=[CH:5][C:4]=1[N:24]1[CH2:25][CH2:26][O:27][CH2:28][CH2:29]1, predict the reactants needed to synthesize it. The reactants are: [CH3:1][O:2][C:3]1[CH:11]=[C:10]2[C:6]([CH2:7]/[C:8](=[CH:13]\[C:14]3[CH:19]=[CH:18][C:17]([C:20]([F:23])([F:22])[F:21])=[CH:16][CH:15]=3)/[C:9]2=[O:12])=[CH:5][C:4]=1[N:24]1[CH2:29][CH2:28][O:27][CH2:26][CH2:25]1. (7) Given the product [CH3:24][N:23]([CH3:22])[C:25]1[N:26]=[CH:27][C:28]([CH2:31][CH2:32][NH:33][C:2]2[N:7]=[C:6]([CH:8]([C:11]3[N:15]([CH2:16][CH3:17])[C:14]4[CH:18]=[CH:19][CH:20]=[CH:21][C:13]=4[N:12]=3)[C:9]#[N:10])[CH:5]=[CH:4][N:3]=2)=[CH:29][CH:30]=1, predict the reactants needed to synthesize it. The reactants are: Cl[C:2]1[N:7]=[C:6]([CH:8]([CH:11]2[N:15]([CH2:16][CH3:17])[C:14]3[CH:18]=[CH:19][CH:20]=[CH:21][C:13]=3[NH:12]2)[C:9]#[N:10])[CH:5]=[CH:4][N:3]=1.[CH3:22][N:23]([C:25]1[CH:30]=[CH:29][C:28]([CH2:31][CH2:32][NH2:33])=[CH:27][N:26]=1)[CH3:24].